Dataset: Peptide-MHC class I binding affinity with 185,985 pairs from IEDB/IMGT. Task: Regression. Given a peptide amino acid sequence and an MHC pseudo amino acid sequence, predict their binding affinity value. This is MHC class I binding data. (1) The peptide sequence is SDYLELDTI. The MHC is Patr-A0301 with pseudo-sequence Patr-A0301. The binding affinity (normalized) is 0. (2) The binding affinity (normalized) is 0.270. The peptide sequence is TYLYNKYSF. The MHC is HLA-B15:17 with pseudo-sequence HLA-B15:17. (3) The peptide sequence is LLLLLFHSYA. The binding affinity (normalized) is 0.790. The MHC is HLA-A02:01 with pseudo-sequence HLA-A02:01. (4) The peptide sequence is KAILSSVAL. The MHC is H-2-Kb with pseudo-sequence H-2-Kb. The binding affinity (normalized) is 0.260. (5) The peptide sequence is GLQGIYVLV. The MHC is HLA-B40:01 with pseudo-sequence HLA-B40:01. The binding affinity (normalized) is 0.213.